This data is from Reaction yield outcomes from USPTO patents with 853,638 reactions. The task is: Predict the reaction yield, written as a fraction of the theoretical maximum amount of product (1.0 means a 100% yield; for example, 0.34 means a 34% yield). (1) The reactants are [NH2:1][C:2]1[C:3]([F:26])=[C:4]([CH:23]=[CH:24][CH:25]=1)[CH2:5][N:6]1[CH2:11][CH2:10][N:9]([C:12]([O:14][CH2:15][C:16]2[CH:21]=[CH:20][CH:19]=[CH:18][CH:17]=2)=[O:13])[C@H:8]([CH3:22])[CH2:7]1.[N:27]([C:30]1[CH:31]=[CH:32][C:33]([CH3:36])=[N:34][CH:35]=1)=[C:28]=[O:29]. The catalyst is C1COCC1. The product is [F:26][C:3]1[C:2]([NH:1][C:28]([NH:27][C:30]2[CH:35]=[N:34][C:33]([CH3:36])=[CH:32][CH:31]=2)=[O:29])=[CH:25][CH:24]=[CH:23][C:4]=1[CH2:5][N:6]1[CH2:11][CH2:10][N:9]([C:12]([O:14][CH2:15][C:16]2[CH:21]=[CH:20][CH:19]=[CH:18][CH:17]=2)=[O:13])[C@H:8]([CH3:22])[CH2:7]1. The yield is 0.710. (2) The catalyst is C1COCC1.C(OCC)(=O)C. The yield is 0.840. The reactants are [F:1][C:2]1[CH:7]=[C:6]([I:8])[CH:5]=[CH:4][C:3]=1[NH:9][C:10]1[N:15]2[CH:16]=[N:17][CH:18]=[C:14]2[CH:13]=[CH:12][C:11]=1[C:19]([OH:21])=O.[CH3:22][C:23]1([CH3:31])[O:27][C@@H:26]([CH2:28][O:29][NH2:30])[CH2:25][O:24]1.CCN(C(C)C)C(C)C.C1C=CC2N(O)N=NC=2C=1.CCN=C=NCCCN(C)C. The product is [CH3:22][C:23]1([CH3:31])[O:27][C@H:26]([CH2:28][O:29][NH:30][C:19]([C:11]2[CH:12]=[CH:13][C:14]3[N:15]([CH:16]=[N:17][CH:18]=3)[C:10]=2[NH:9][C:3]2[CH:4]=[CH:5][C:6]([I:8])=[CH:7][C:2]=2[F:1])=[O:21])[CH2:25][O:24]1. (3) The reactants are C[O:2][C:3](=[O:27])[CH2:4][C:5]1[S:9][C:8]([NH:10][C:11](=[O:20])[C:12]2[CH:17]=[C:16]([Br:18])[CH:15]=[CH:14][C:13]=2[OH:19])=[N:7][C:6]=1[C:21]1[CH:26]=[CH:25][CH:24]=[CH:23][CH:22]=1.[OH-].[Na+].Cl. The catalyst is CO. The product is [Br:18][C:16]1[CH:15]=[CH:14][C:13]([OH:19])=[C:12]([CH:17]=1)[C:11]([NH:10][C:8]1[S:9][C:5]([CH2:4][C:3]([OH:27])=[O:2])=[C:6]([C:21]2[CH:26]=[CH:25][CH:24]=[CH:23][CH:22]=2)[N:7]=1)=[O:20]. The yield is 0.773. (4) The reactants are [Br:1][C:2]1[CH:11]=[C:10]2[C:5]([CH:6]=[C:7]([NH2:12])[N:8]=[CH:9]2)=[CH:4][CH:3]=1.[CH:13]1([C:16](Cl)=[O:17])[CH2:15][CH2:14]1.O. The catalyst is N1C=CC=CC=1. The product is [Br:1][C:2]1[CH:11]=[C:10]2[C:5]([CH:6]=[C:7]([NH:12][C:16]([CH:13]3[CH2:15][CH2:14]3)=[O:17])[N:8]=[CH:9]2)=[CH:4][CH:3]=1. The yield is 0.804. (5) The reactants are Cl.[CH2:2]([C@@H:9]1NC(C)(C)N(C)[C:10]1=[O:17])[C:3]1[CH:8]=[CH:7][CH:6]=[CH:5][CH:4]=1.C(C=C)=O.C1CCC=CC=1. The catalyst is CC#N.O.CCOCC. The product is [CH:6]12[CH2:5][CH2:4][CH:3]([CH:8]=[CH:7]1)[CH2:2][C@H:9]2[CH:10]=[O:17]. The yield is 0.820. (6) The reactants are [CH3:1][C:2]1([CH3:56])[C@@H:5]([C:6]([N:8]2[CH2:13][CH2:12][CH2:11][CH2:10][CH2:9]2)=[O:7])[CH2:4][C@H:3]1[NH:14][C:15]([C@:17]12[CH2:52][CH2:51][C@@H:50]([C:53]([CH3:55])=[CH2:54])[C@@H:18]1[C@@H:19]1[C@@:32]([CH3:35])([CH2:33][CH2:34]2)[C@@:31]2([CH3:36])[C@@H:22]([C@:23]3([CH3:49])[C@@H:28]([CH2:29][CH2:30]2)[C:27]([CH3:38])([CH3:37])[C@@H:26]([O:39][C:40](=[O:48])[CH2:41][C:42]([CH3:47])([CH3:46])[C:43]([OH:45])=[O:44])[CH2:25][CH2:24]3)[CH2:21][CH2:20]1)=[O:16].[OH2:57].C[N+]1([O-])CC[O:62]CC1. The catalyst is CC(C)=O.ClCCl.[Os](=O)(=O)(=O)=O. The product is [OH:57][CH2:54][C:53]([C@H:50]1[C@@H:18]2[C@@H:19]3[C@@:32]([CH3:35])([CH2:33][CH2:34][C@@:17]2([C:15](=[O:16])[NH:14][C@@H:3]2[CH2:4][C@H:5]([C:6]([N:8]4[CH2:9][CH2:10][CH2:11][CH2:12][CH2:13]4)=[O:7])[C:2]2([CH3:56])[CH3:1])[CH2:52][CH2:51]1)[C@@:31]1([CH3:36])[C@@H:22]([C@:23]2([CH3:49])[C@@H:28]([CH2:29][CH2:30]1)[C:27]([CH3:37])([CH3:38])[C@@H:26]([O:39][C:40](=[O:48])[CH2:41][C:42]([CH3:46])([CH3:47])[C:43]([OH:45])=[O:44])[CH2:25][CH2:24]2)[CH2:21][CH2:20]3)([OH:62])[CH3:55]. The yield is 0.134. (7) The reactants are C([O:3][C:4]([C:6]1[S:10][C:9]([CH3:11])=[N:8][C:7]=1[S:12][CH2:13][CH2:14][C:15]([F:24])([F:23])[C:16]1[CH:21]=[CH:20][C:19]([F:22])=[CH:18][CH:17]=1)=[O:5])C.C(=O)([O-])[O-].[K+].[K+]. The catalyst is CCO. The product is [F:24][C:15]([F:23])([C:16]1[CH:17]=[CH:18][C:19]([F:22])=[CH:20][CH:21]=1)[CH2:14][CH2:13][S:12][C:7]1[N:8]=[C:9]([CH3:11])[S:10][C:6]=1[C:4]([OH:5])=[O:3]. The yield is 0.740. (8) The reactants are CN(C)/[CH:3]=[C:4](/[C:10](=[O:19])[C:11]1[CH:16]=[C:15]([I:17])[CH:14]=[CH:13][C:12]=1F)\[C:5]([O:7][CH2:8][CH3:9])=[O:6].Cl.[CH3:22][O:23][CH2:24][CH:25]([NH2:29])[CH:26]([CH3:28])[CH3:27].C(=O)([O-])[O-].[K+].[K+]. The catalyst is C1COCC1. The product is [I:17][C:15]1[CH:16]=[C:11]2[C:12](=[CH:13][CH:14]=1)[N:29]([CH:25]([CH:26]([CH3:28])[CH3:27])[CH2:24][O:23][CH3:22])[CH:3]=[C:4]([C:5]([O:7][CH2:8][CH3:9])=[O:6])[C:10]2=[O:19]. The yield is 0.600.